Dataset: Full USPTO retrosynthesis dataset with 1.9M reactions from patents (1976-2016). Task: Predict the reactants needed to synthesize the given product. (1) Given the product [C:11]([O:10][C:8](=[O:9])[NH:7][C:15]1[C:24]([Cl:25])=[CH:23][CH:22]=[C:21]2[C:16]=1[CH:17]=[CH:18][C:19]([C:32]1[CH:31]=[CH:30][NH:29][N:28]=1)=[N:20]2)([CH3:13])([CH3:14])[CH3:12], predict the reactants needed to synthesize it. The reactants are: CC(OC(=O)[N:7]([C:15]1[C:24]([Cl:25])=[CH:23][CH:22]=[C:21]2[C:16]=1[CH:17]=[CH:18][C:19](Cl)=[N:20]2)[C:8]([O:10][C:11]([CH3:14])([CH3:13])[CH3:12])=[O:9])(C)C.[NH:28]1[C:32](B(O)O)=[CH:31][CH:30]=[N:29]1. (2) Given the product [Br:1][C:2]1[CH:3]=[C:4]([CH:5]=[CH:6][C:7]=1[C:8]([F:10])([F:11])[F:9])[CH2:12][O:13][Si:14]([C:17]([CH3:20])([CH3:19])[CH3:18])([CH3:16])[CH3:15], predict the reactants needed to synthesize it. The reactants are: [Br:1][C:2]1[CH:3]=[C:4]([CH2:12][OH:13])[CH:5]=[CH:6][C:7]=1[C:8]([F:11])([F:10])[F:9].[Si:14](Cl)([C:17]([CH3:20])([CH3:19])[CH3:18])([CH3:16])[CH3:15].N12CCCN=C1CCCCC2.CCOCC. (3) Given the product [I:14][C:11]1[CH:12]=[CH:13][C:8]([N:4]2[CH2:5][CH2:6][CH:7]=[C:2]([N:16]3[CH2:21][CH2:20][O:19][CH2:18][CH2:17]3)[C:3]2=[O:15])=[CH:9][CH:10]=1, predict the reactants needed to synthesize it. The reactants are: Cl[C:2]1[C:3](=[O:15])[N:4]([C:8]2[CH:13]=[CH:12][C:11]([I:14])=[CH:10][CH:9]=2)[CH2:5][CH2:6][CH:7]=1.[NH:16]1[CH2:21][CH2:20][O:19][CH2:18][CH2:17]1. (4) Given the product [C:1]([O:5][C:6](=[O:22])[NH:7][C@@H:8]1[C:14](=[O:15])[N:13]([CH2:31][C:32]([F:35])([F:34])[F:33])[C:12]2[CH:16]=[C:17]([F:20])[CH:18]=[CH:19][C:11]=2[O:10][C@@H:9]1[CH3:21])([CH3:4])([CH3:2])[CH3:3], predict the reactants needed to synthesize it. The reactants are: [C:1]([O:5][C:6](=[O:22])[NH:7][C@@H:8]1[C:14](=[O:15])[NH:13][C:12]2[CH:16]=[C:17]([F:20])[CH:18]=[CH:19][C:11]=2[O:10][C@@H:9]1[CH3:21])([CH3:4])([CH3:3])[CH3:2].O([CH2:31][C:32]([F:35])([F:34])[F:33])S(C(F)(F)F)(=O)=O.C(=O)([O-])[O-].[Cs+].[Cs+]. (5) Given the product [Cl:1][C:2]1[CH:3]=[CH:4][C:5]2[C:11](=[O:12])[CH2:10][CH2:9][CH2:8][N:7]([C:21]([O:23][CH2:24][C:25]3[CH:30]=[CH:29][CH:28]=[CH:27][CH:26]=3)=[O:22])[C:6]=2[CH:13]=1, predict the reactants needed to synthesize it. The reactants are: [Cl:1][C:2]1[CH:3]=[CH:4][C:5]2[C:11](=[O:12])[CH2:10][CH2:9][CH2:8][NH:7][C:6]=2[CH:13]=1.N1C=CC=CC=1.Cl[C:21]([O:23][CH2:24][C:25]1[CH:30]=[CH:29][CH:28]=[CH:27][CH:26]=1)=[O:22].